This data is from Forward reaction prediction with 1.9M reactions from USPTO patents (1976-2016). The task is: Predict the product of the given reaction. (1) Given the reactants [C:1]([NH2:5])([CH3:4])([CH3:3])[CH3:2].[CH3:6][O:7][C:8](=[O:22])[C:9]1[C:14]([N+:15]([O-:17])=[O:16])=[CH:13][CH:12]=[CH:11][C:10]=1[S:18](Cl)(=[O:20])=[O:19].Cl, predict the reaction product. The product is: [C:1]([NH:5][S:18]([C:10]1[CH:11]=[CH:12][CH:13]=[C:14]([N+:15]([O-:17])=[O:16])[C:9]=1[C:8]([O:7][CH3:6])=[O:22])(=[O:19])=[O:20])([CH3:4])([CH3:3])[CH3:2]. (2) Given the reactants Cl[C:2]([O:4][C:5]1[CH:10]=[CH:9][CH:8]=[CH:7][CH:6]=1)=[O:3].[Cl:11][C:12]1[CH:17]=[CH:16][C:15]([S:18]([CH2:21][C:22]2[CH:27]=[C:26]([N:28]3[CH2:33][CH2:32][O:31][CH2:30][C@@H:29]3[CH3:34])[N:25]=[C:24]([C:35]3[CH:41]=[CH:40][C:38]([NH2:39])=[CH:37][CH:36]=3)[N:23]=2)(=[O:20])=[O:19])=[CH:14][CH:13]=1.C(=O)([O-])O.[Na+], predict the reaction product. The product is: [Cl:11][C:12]1[CH:17]=[CH:16][C:15]([S:18]([CH2:21][C:22]2[CH:27]=[C:26]([N:28]3[CH2:33][CH2:32][O:31][CH2:30][C@@H:29]3[CH3:34])[N:25]=[C:24]([C:35]3[CH:36]=[CH:37][C:38]([NH:39][C:2](=[O:3])[O:4][C:5]4[CH:10]=[CH:9][CH:8]=[CH:7][CH:6]=4)=[CH:40][CH:41]=3)[N:23]=2)(=[O:19])=[O:20])=[CH:14][CH:13]=1. (3) Given the reactants [Cl:1][C:2]1[CH:3]=[N:4][C:5]2[CH:6]=[CH:7][C:8](=[O:34])[N:9]3[CH2:13][CH:12]([CH2:14][N:15]4[CH2:20][CH2:19][CH:18]([NH:21][CH2:22][C:23]5[CH:24]=[CH:25][C:26]6[S:27][CH2:28][C:29](=[O:33])[NH:30][C:31]=6[N:32]=5)[CH2:17][CH2:16]4)[C:11]=1[C:10]=23.C1(N)C(F)=C(F)C(F)=C(N)C=1F.[ClH:47].Cl.Cl.C(OCC)C, predict the reaction product. The product is: [ClH:1].[ClH:47].[Cl:1][C:2]1[CH:3]=[N:4][C:5]2[CH:6]=[CH:7][C:8](=[O:34])[N:9]3[CH2:13][CH:12]([CH2:14][N:15]4[CH2:20][CH2:19][CH:18]([NH:21][CH2:22][C:23]5[CH:24]=[CH:25][C:26]6[S:27][CH2:28][C:29](=[O:33])[NH:30][C:31]=6[N:32]=5)[CH2:17][CH2:16]4)[C:11]=1[C:10]=23. (4) Given the reactants C(OC([N:8]1[CH2:13][CH2:12][N:11]([C:14]([C:16]2[C:20]3[CH:21]=[N:22][C:23]([O:25][CH3:26])=[CH:24][C:19]=3[N:18]([C:27]3[CH:32]=[CH:31][CH:30]=[CH:29][CH:28]=3)[C:17]=2[CH2:33][C:34]2[CH:39]=[CH:38][CH:37]=[C:36]([F:40])[C:35]=2[CH3:41])=[O:15])[CH2:10][CH2:9]1)=O)(C)(C)C.Cl.Cl.Cl.FC1C(C)=C(C=CC=1)CC1N(C2C=CC=CC=2)C2C=C(OC)N=CC=2C=1C(N1CCNCC1)=O, predict the reaction product. The product is: [F:40][C:36]1[C:35]([CH3:41])=[C:34]([CH:39]=[CH:38][CH:37]=1)[CH2:33][C:17]1[N:18]([C:27]2[CH:28]=[CH:29][CH:30]=[CH:31][CH:32]=2)[C:19]2[CH:24]=[C:23]([O:25][CH3:26])[N:22]=[CH:21][C:20]=2[C:16]=1[C:14]([N:11]1[CH2:10][CH2:9][NH:8][CH2:13][CH2:12]1)=[O:15]. (5) Given the reactants [C:1]([C:3]1[CH:8]=[CH:7][C:6]([C:9]2[N:13]3[N:14]=[C:15]([C:18]4[CH:26]=[CH:25][C:21]([C:22](O)=[O:23])=[CH:20][CH:19]=4)[CH:16]=[CH:17][C:12]3=[N:11][CH:10]=2)=[CH:5][CH:4]=1)#[N:2].CN(C(ON1N=NC2C=CC=NC1=2)=[N+](C)C)C.F[P-](F)(F)(F)(F)F.CN1CCOCC1.[NH:58]1[CH2:63][CH2:62][CH:61]([CH2:64][NH:65][C:66](=[O:72])[O:67][C:68]([CH3:71])([CH3:70])[CH3:69])[CH2:60][CH2:59]1, predict the reaction product. The product is: [C:1]([C:3]1[CH:4]=[CH:5][C:6]([C:9]2[N:13]3[N:14]=[C:15]([C:18]4[CH:26]=[CH:25][C:21]([C:22]([N:58]5[CH2:63][CH2:62][CH:61]([CH2:64][NH:65][C:66](=[O:72])[O:67][C:68]([CH3:69])([CH3:71])[CH3:70])[CH2:60][CH2:59]5)=[O:23])=[CH:20][CH:19]=4)[CH:16]=[CH:17][C:12]3=[N:11][CH:10]=2)=[CH:7][CH:8]=1)#[N:2]. (6) Given the reactants C([O:4][C@H:5]1[C@H:11](CC([O-])=O)[C@@H:10]([O:16]C(=O)C)[C@:9]2([C:21]3[CH:26]=[CH:25][C:24]([Cl:27])=[C:23]([CH:28]([C:30]4[CH:35]=[CH:34][C:33]([O:36][CH2:37][CH3:38])=[CH:32][CH:31]=4)[OH:29])[CH:22]=3)[O:20][C@@:6]1([CH:39]([O:41]C(=O)C)[CH3:40])[CH2:7][O:8]2)(=O)C.C(=O)([O-])[O-:46].[K+].[K+], predict the reaction product. The product is: [Cl:27][C:24]1[CH:25]=[CH:26][C:21]([C@@:9]23[O:20][C@@:6]([CH:39]([OH:41])[CH3:40])([CH2:7][O:8]2)[C@@H:5]([OH:4])[C@H:11]([OH:46])[C@H:10]3[OH:16])=[CH:22][C:23]=1[CH:28]([C:30]1[CH:35]=[CH:34][C:33]([O:36][CH2:37][CH3:38])=[CH:32][CH:31]=1)[OH:29]. (7) Given the reactants Cl[CH2:2][C:3]([C:5]1[CH:6]=[C:7]2[C:11](=[CH:12][C:13]=1[Cl:14])[NH:10][C:9](=[O:15])[CH2:8]2)=[O:4].[SH:16][CH2:17][CH2:18][C:19]([O:21][CH3:22])=[O:20].C(=O)([O-])[O-].[K+].[K+], predict the reaction product. The product is: [Cl:14][C:13]1[CH:12]=[C:11]2[C:7]([CH2:8][C:9](=[O:15])[NH:10]2)=[CH:6][C:5]=1[C:3](=[O:4])[CH2:2][S:16][CH2:17][CH2:18][C:19]([O:21][CH3:22])=[O:20]. (8) Given the reactants C([O:3][C:4](=[O:33])[CH2:5][S:6][C:7]1[S:11][C:10]([NH:12][C:13]([N:15](CC2CCCC2)[C:16]2[CH:21]=[CH:20][CH:19]=[C:18]([O:22][C:23]([F:26])([F:25])[F:24])[CH:17]=2)=[O:14])=[N:9][CH:8]=1)C.[CH:34]1(N(C2C=CC(S(C)(=O)=O)=CC=2)C(=O)N(C)C2SC=C(CC(O)=O)N=2)[CH2:38][CH2:37][CH2:36][CH2:35]1.[CH:63]1(CNC2C=CC=C(OC(F)(F)F)C=2)CCCC1.C(OC(=O)CSC1SC(N)=NC=1)C, predict the reaction product. The product is: [CH:34]1([N:15]([C:16]2[CH:21]=[CH:20][CH:19]=[C:18]([O:22][C:23]([F:24])([F:26])[F:25])[CH:17]=2)[C:13](=[O:14])[N:12]([CH3:63])[C:10]2[S:11][C:7]([S:6][CH2:5][C:4]([OH:3])=[O:33])=[CH:8][N:9]=2)[CH2:38][CH2:37][CH2:36][CH2:35]1. (9) Given the reactants [Cl:1][C:2]1[CH:9]=[CH:8][C:5]([CH:6]=O)=[CH:4][CH:3]=1.[CH3:10][N:11]([CH3:19])[C:12]1[CH:17]=[CH:16][C:15]([NH2:18])=[CH:14][CH:13]=1.CC(O)=O, predict the reaction product. The product is: [Cl:1][C:2]1[CH:9]=[CH:8][C:5](/[CH:6]=[N:18]/[C:15]2[CH:16]=[CH:17][C:12]([N:11]([CH3:19])[CH3:10])=[CH:13][CH:14]=2)=[CH:4][CH:3]=1.